From a dataset of Volume of distribution at steady state (VDss) regression data from Lombardo et al.. Regression/Classification. Given a drug SMILES string, predict its absorption, distribution, metabolism, or excretion properties. Task type varies by dataset: regression for continuous measurements (e.g., permeability, clearance, half-life) or binary classification for categorical outcomes (e.g., BBB penetration, CYP inhibition). For this dataset (vdss_lombardo), we predict log10(VDss) (log10 of volume of distribution in L/kg). (1) The compound is CCc1cc2c(cc1CC)CC([NH2+]CC(O)c1ccc(O)c3[nH]c(=O)ccc13)C2. The log10(VDss) is 1.29. (2) The drug is O=C1CN(/N=C/c2ccc([N+](=O)[O-])o2)C(=O)[N-]1. The log10(VDss) is -0.240. (3) The drug is CO/N=C(\C(=O)NC1C(=O)N2C(C(=O)[O-])=CCSC12)c1csc(N)n1. The log10(VDss) is -0.700. (4) The compound is COCC(=O)OC1(CC[NH+](C)CCCc2nc3ccccc3[nH]2)CCc2cc(F)ccc2C1C(C)C. The log10(VDss) is 0.490. (5) The drug is CC(C)(C(=O)[O-])c1ccc(C(=O)CCC[NH+]2CCC(OC(c3ccccc3)c3ccccc3)CC2)cc1. The log10(VDss) is -0.390. (6) The drug is CCCn1c(=O)c2[nH]c(C34CCC(CCC(=O)[O-])(CC3)CC4)nc2n(CCC)c1=O. The log10(VDss) is -0.120.